From a dataset of Full USPTO retrosynthesis dataset with 1.9M reactions from patents (1976-2016). Predict the reactants needed to synthesize the given product. (1) Given the product [CH3:20][O:19][C:17](=[O:18])[CH2:16][O:8][C:5]1[CH:6]=[N:7][C:2]([Br:1])=[CH:3][CH:4]=1, predict the reactants needed to synthesize it. The reactants are: [Br:1][C:2]1[N:7]=[CH:6][C:5]([OH:8])=[CH:4][CH:3]=1.C(=O)([O-])[O-].[K+].[K+].Cl[CH2:16][C:17]([O:19][CH3:20])=[O:18]. (2) Given the product [NH2:1][C:2]([C:4]1[CH:5]=[N:6][C:7]2[C:12]([C:13]=1[NH:14][C:15]1[CH:16]=[C:17]([CH:23]=[CH:24][CH:25]=1)[C:18]([OH:20])=[O:19])=[CH:11][CH:10]=[C:9]([C:51]1[C:52]([O:61][CH:62]([CH3:64])[CH3:63])=[N:53][C:54]([O:57][CH:58]([CH3:59])[CH3:60])=[N:55][CH:56]=1)[CH:8]=2)=[O:3], predict the reactants needed to synthesize it. The reactants are: [NH2:1][C:2]([C:4]1[CH:5]=[N:6][C:7]2[C:12]([C:13]=1[NH:14][C:15]1[CH:16]=[C:17]([CH:23]=[CH:24][CH:25]=1)[C:18]([O:20]CC)=[O:19])=[CH:11][CH:10]=[C:9](Br)[CH:8]=2)=[O:3].B1(B2OC(C)(C)C(C)(C)O2)OC(C)(C)C(C)(C)O1.C([O-])(=O)C.[K+].Br[C:51]1[C:52]([O:61][CH:62]([CH3:64])[CH3:63])=[N:53][C:54]([O:57][CH:58]([CH3:60])[CH3:59])=[N:55][CH:56]=1.C(=O)(O)[O-].[Na+].[OH-].[Na+]. (3) Given the product [CH2:37]([O:24][C:19]1[CH:20]=[C:21]([O:22][CH3:23])[C:16]([C:15]2[N:11]3[N:10]=[C:9]([O:27][CH3:28])[C:8]([N:7]([CH2:42][CH2:43][CH3:44])[CH:48]4[CH2:49][CH2:50][O:45][CH2:46][CH2:47]4)=[C:12]3[S:13][CH:14]=2)=[C:17]([O:25][CH3:26])[CH:18]=1)[CH3:38], predict the reactants needed to synthesize it. The reactants are: C(OC(=O)[NH:7][C:8]1[C:9]([O:27][CH3:28])=[N:10][N:11]2[C:15]([C:16]3[C:21]([O:22][CH3:23])=[CH:20][C:19]([OH:24])=[CH:18][C:17]=3[O:25][CH3:26])=[CH:14][S:13][C:12]=12)(C)(C)C.C(=O)([O-])[O-].[K+].[K+].I[CH2:37][CH3:38].[H-].[Na+].I[CH2:42][CH2:43][CH3:44].[O:45]1[CH2:50][CH2:49][C:48](=O)[CH2:47][CH2:46]1.C(O[BH-](OC(=O)C)OC(=O)C)(=O)C.[Na+].